Dataset: Forward reaction prediction with 1.9M reactions from USPTO patents (1976-2016). Task: Predict the product of the given reaction. (1) Given the reactants Cl[CH2:2][C:3](=[O:5])[CH3:4].[C:6]([C:12]([O:14][CH3:15])=[O:13])#[C:7][C:8](OC)=[O:9].[SH-:16].[Na+], predict the reaction product. The product is: [C:3]([C:2]1[S:16][C:6]([C:12]([O:14][CH3:15])=[O:13])=[CH:7][C:8]=1[OH:9])(=[O:5])[CH3:4]. (2) Given the reactants [F:1][C@H:2]1[CH2:6][C@H:5]([C:7]2[N:11]([CH3:12])[N:10]=[CH:9][CH:8]=2)[C@@H:4]([O:13]COC)[CH2:3]1.C(=O)([O-])O.[Na+], predict the reaction product. The product is: [F:1][C@H:2]1[CH2:3][C@H:4]([OH:13])[C@@H:5]([C:7]2[N:11]([CH3:12])[N:10]=[CH:9][CH:8]=2)[CH2:6]1. (3) Given the reactants [Cl:1][C:2]1[CH:22]=[CH:21][C:5]([CH2:6][N:7]2[CH:12]=[C:11]([C:13]3[CH:18]=[CH:17][C:16]([OH:19])=[CH:15][CH:14]=3)[CH:10]=[CH:9][C:8]2=[O:20])=[C:4]([F:23])[CH:3]=1.C([O-])([O-])=O.[K+].[K+].Br[CH2:31][C:32]#[N:33], predict the reaction product. The product is: [Cl:1][C:2]1[CH:22]=[CH:21][C:5]([CH2:6][N:7]2[C:8](=[O:20])[CH:9]=[CH:10][C:11]([C:13]3[CH:18]=[CH:17][C:16]([O:19][CH2:31][C:32]#[N:33])=[CH:15][CH:14]=3)=[CH:12]2)=[C:4]([F:23])[CH:3]=1. (4) Given the reactants Cl.[C@@H:2]12[NH:9][C@@H:6]([CH2:7][CH2:8]1)[CH2:5][N:4]([C:10]1[CH:15]=[CH:14][N:13]=[C:12]([NH:16][C:17]3[CH:18]=[N:19][N:20]([CH3:22])[CH:21]=3)[N:11]=1)[CH2:3]2.[C:23]([CH2:25][NH:26][C:27](N1C=CN=C1)=[O:28])#[N:24].C(N(CC)CC)C, predict the reaction product. The product is: [C:23]([CH2:25][NH:26][C:27]([N:9]1[C@H:6]2[CH2:7][CH2:8][C@@H:2]1[CH2:3][N:4]([C:10]1[CH:15]=[CH:14][N:13]=[C:12]([NH:16][C:17]3[CH:18]=[N:19][N:20]([CH3:22])[CH:21]=3)[N:11]=1)[CH2:5]2)=[O:28])#[N:24].